This data is from Forward reaction prediction with 1.9M reactions from USPTO patents (1976-2016). The task is: Predict the product of the given reaction. (1) Given the reactants [CH3:1][O:2][C:3](=[O:24])[C@@H:4]([N:16]1[C:20]([CH3:21])=[CH:19][C:18]([Cl:22])=[C:17]1[CH3:23])[CH2:5][C:6]1[CH:11]=[CH:10][C:9]([O:12]C(=O)C)=[CH:8][CH:7]=1.C([O-])([O-])=O.[K+].[K+].CCOC(C)=O, predict the reaction product. The product is: [CH3:1][O:2][C:3](=[O:24])[CH:4]([N:16]1[C:20]([CH3:21])=[CH:19][C:18]([Cl:22])=[C:17]1[CH3:23])[CH2:5][C:6]1[CH:11]=[CH:10][C:9]([OH:12])=[CH:8][CH:7]=1. (2) Given the reactants Br[C:2]1[CH:7]=[CH:6][C:5]([S:8]([NH:11][C@H:12]2[CH2:17][CH2:16][C@H:15]([OH:18])[CH2:14][CH2:13]2)(=[O:10])=[O:9])=[C:4]([O:19][CH3:20])[CH:3]=1.[B:21]1([B:21]2[O:25][C:24]([CH3:27])([CH3:26])[C:23]([CH3:29])([CH3:28])[O:22]2)[O:25][C:24]([CH3:27])([CH3:26])[C:23]([CH3:29])([CH3:28])[O:22]1.C([O-])(=O)C.[K+], predict the reaction product. The product is: [OH:18][C@H:15]1[CH2:16][CH2:17][C@H:12]([NH:11][S:8]([C:5]2[CH:6]=[CH:7][C:2]([B:21]3[O:25][C:24]([CH3:27])([CH3:26])[C:23]([CH3:29])([CH3:28])[O:22]3)=[CH:3][C:4]=2[O:19][CH3:20])(=[O:10])=[O:9])[CH2:13][CH2:14]1. (3) Given the reactants [CH3:1][O:2][C:3]1[CH:4]=[C:5]2[C:10](=[CH:11][C:12]=1[O:13][CH2:14][CH2:15][O:16][CH3:17])[N:9]=[CH:8][N:7]=[C:6]2[NH:18][C:19]1[C:20]([CH:22]=[C:23]([CH3:27])[C:24](=[O:26])[CH:25]=1)=[O:21].[I:28]I, predict the reaction product. The product is: [I:28][C:25]1[C:24](=[O:26])[C:23]([CH3:27])=[CH:22][C:20](=[O:21])[C:19]=1[NH:18][C:6]1[C:5]2[C:10](=[CH:11][C:12]([O:13][CH2:14][CH2:15][O:16][CH3:17])=[C:3]([O:2][CH3:1])[CH:4]=2)[N:9]=[CH:8][N:7]=1. (4) Given the reactants [Cl:1][C:2]1[CH:11]=[CH:10][C:9]([NH2:12])=[C:8]2[C:3]=1[CH:4]=[CH:5][CH:6]=[N:7]2.[N:13]1[CH:18]=[CH:17][CH:16]=[C:15]([S:19](Cl)(=[O:21])=[O:20])[CH:14]=1, predict the reaction product. The product is: [Cl:1][C:2]1[CH:11]=[CH:10][C:9]([NH:12][S:19]([C:15]2[CH:14]=[N:13][CH:18]=[CH:17][CH:16]=2)(=[O:21])=[O:20])=[C:8]2[C:3]=1[CH:4]=[CH:5][CH:6]=[N:7]2. (5) Given the reactants [F:1][C:2]1[CH:7]=[CH:6][C:5]([O:8][CH2:9][O:10][CH3:11])=[CH:4][N:3]=1.C([Li])(C)(C)C.[I:17]I.O, predict the reaction product. The product is: [F:1][C:2]1[CH:7]=[C:6]([I:17])[C:5]([O:8][CH2:9][O:10][CH3:11])=[CH:4][N:3]=1. (6) Given the reactants COC1C=C2C(=CC=1)NN=C2C(NCC1CCN(CC2SC=C(C(OC)=O)N=2)CC1)=O.[Br:32][C:33]1[CH:34]=[C:35]2[C:39](=[CH:40][CH:41]=1)[NH:38][N:37]=[C:36]2[C:42]([OH:44])=O.[NH2:45][CH2:46][CH:47]1[CH2:52][CH2:51][N:50]([C:53]([O:55][C:56]([CH3:59])([CH3:58])[CH3:57])=[O:54])[CH2:49][CH2:48]1, predict the reaction product. The product is: [Br:32][C:33]1[CH:34]=[C:35]2[C:39](=[CH:40][CH:41]=1)[NH:38][N:37]=[C:36]2[C:42]([NH:45][CH2:46][CH:47]1[CH2:52][CH2:51][N:50]([C:53]([O:55][C:56]([CH3:59])([CH3:58])[CH3:57])=[O:54])[CH2:49][CH2:48]1)=[O:44].